Task: Regression. Given two drug SMILES strings and cell line genomic features, predict the synergy score measuring deviation from expected non-interaction effect.. Dataset: NCI-60 drug combinations with 297,098 pairs across 59 cell lines Synergy scores: CSS=27.4, Synergy_ZIP=-3.54, Synergy_Bliss=-12.2, Synergy_Loewe=-1.64, Synergy_HSA=-10.3. Drug 1: C1C(C(OC1N2C=NC3=C(N=C(N=C32)Cl)N)CO)O. Cell line: RPMI-8226. Drug 2: C1C(C(OC1N2C=NC3=C2NC=NCC3O)CO)O.